The task is: Predict the reactants needed to synthesize the given product.. This data is from Full USPTO retrosynthesis dataset with 1.9M reactions from patents (1976-2016). Given the product [CH:34]([C:35]([OH:46])([CH:22]([CH3:23])[C:21]([O:25][CH2:26][C:27]1[CH:32]=[CH:31][CH:30]=[CH:29][CH:28]=1)=[O:24])[C:36]([O:38][CH2:39][C:40]1[CH:45]=[CH:44][CH:43]=[CH:42][CH:41]=1)=[O:37])([CH3:47])[CH3:33], predict the reactants needed to synthesize it. The reactants are: C(NC(C)C)(C)C.O1CCCC1.C([N-]C(C)C)(C)C.[Li+].[C:21]([O:25][CH2:26][C:27]1[CH:32]=[CH:31][CH:30]=[CH:29][CH:28]=1)(=[O:24])[CH2:22][CH3:23].[CH3:33][CH:34]([CH3:47])[C:35](=[O:46])[C:36]([O:38][CH2:39][C:40]1[CH:45]=[CH:44][CH:43]=[CH:42][CH:41]=1)=[O:37].